Task: Regression. Given a peptide amino acid sequence and an MHC pseudo amino acid sequence, predict their binding affinity value. This is MHC class I binding data.. Dataset: Peptide-MHC class I binding affinity with 185,985 pairs from IEDB/IMGT (1) The peptide sequence is DRFYKTLRA. The MHC is HLA-B14:01 with pseudo-sequence HLA-B14:02. The binding affinity (normalized) is 0.343. (2) The peptide sequence is KLGKCGSCVY. The MHC is HLA-A30:02 with pseudo-sequence HLA-A30:02. The binding affinity (normalized) is 0.474. (3) The peptide sequence is MFWKLPPWL. The MHC is HLA-B27:03 with pseudo-sequence HLA-B27:03. The binding affinity (normalized) is 0.0847. (4) The MHC is H-2-Db with pseudo-sequence H-2-Db. The peptide sequence is KEVYNFATCGI. The binding affinity (normalized) is 0.125. (5) The peptide sequence is PIPVGDIYK. The MHC is HLA-A11:01 with pseudo-sequence HLA-A11:01. The binding affinity (normalized) is 0.0847. (6) The peptide sequence is CYMHVSDYY. The MHC is HLA-A02:03 with pseudo-sequence HLA-A02:03. The binding affinity (normalized) is 0.0847.